This data is from Full USPTO retrosynthesis dataset with 1.9M reactions from patents (1976-2016). The task is: Predict the reactants needed to synthesize the given product. (1) Given the product [CH2:1]([O:3][C:4](=[O:38])[CH:5]([O:36][CH3:37])[CH2:6][C:7]1[C:16]2[C:11](=[CH:12][CH:13]=[CH:14][CH:15]=2)[C:10]([O:17][CH2:18][CH2:19][CH2:20][C:21]2[N:22]=[C:23]([C:27]3[CH:28]=[CH:29][C:30]([O:33][CH3:34])=[CH:31][CH:32]=3)[O:24][C:25]=2[CH3:26])=[CH:9][CH:8]=1)[CH3:2], predict the reactants needed to synthesize it. The reactants are: [CH2:1]([O:3][C:4](=[O:38])[CH:5]([O:36][CH3:37])[CH:6](O)[C:7]1[C:16]2[C:11](=[CH:12][CH:13]=[CH:14][CH:15]=2)[C:10]([O:17][CH2:18][CH2:19][CH2:20][C:21]2[N:22]=[C:23]([C:27]3[CH:32]=[CH:31][C:30]([O:33][CH3:34])=[CH:29][CH:28]=3)[O:24][C:25]=2[CH3:26])=[CH:9][CH:8]=1)[CH3:2].C([SiH](CC)CC)C. (2) Given the product [C:13]([Cl:16])(=[O:26])[CH2:2][CH2:1][C:4]1[CH:5]=[CH:6][CH:7]=[CH:11][CH:12]=1, predict the reactants needed to synthesize it. The reactants are: [C:1]([C:4]1[CH:12]=[CH:11][C:7](C(O)=O)=[CH:6][CH:5]=1)(=O)[CH3:2].[CH2:13]([Cl:16])CCl.C1C=CC2N([OH:26])N=NC=2C=1.CCN(C(C)C)C(C)C. (3) Given the product [CH3:1][O:28][C:27]([C@H:22]1[CH2:23][CH2:24][CH2:25][CH2:26][C@H:21]1[NH:20][C:18]([O:17][C:13]([CH3:16])([CH3:14])[CH3:15])=[O:19])=[O:29], predict the reactants needed to synthesize it. The reactants are: [CH3:1][Si](C=[N+]=[N-])(C)C.C(OCC)C.[C:13]([O:17][C:18]([NH:20][C@@H:21]1[CH2:26][CH2:25][CH2:24][CH2:23][C@@H:22]1[C:27]([OH:29])=[O:28])=[O:19])([CH3:16])([CH3:15])[CH3:14].C1C=CC=CC=1. (4) The reactants are: C([Li])CCC.Br[C:7]1[CH:12]=[C:11]([CH:13]([O:18][Si:19]([C:22]([CH3:25])([CH3:24])[CH3:23])([CH3:21])[CH3:20])[C:14]([F:17])([F:16])[F:15])[CH:10]=[CH:9][N:8]=1.CON(C)[C:29](=[O:31])[CH3:30].[Cl-].[NH4+]. Given the product [Si:19]([O:18][CH:13]([C:11]1[CH:10]=[CH:9][N:8]=[C:7]([C:29](=[O:31])[CH3:30])[CH:12]=1)[C:14]([F:17])([F:16])[F:15])([C:22]([CH3:25])([CH3:24])[CH3:23])([CH3:21])[CH3:20], predict the reactants needed to synthesize it.